Dataset: Peptide-MHC class I binding affinity with 185,985 pairs from IEDB/IMGT. Task: Regression. Given a peptide amino acid sequence and an MHC pseudo amino acid sequence, predict their binding affinity value. This is MHC class I binding data. (1) The peptide sequence is APGWLIWTY. The MHC is HLA-A33:01 with pseudo-sequence HLA-A33:01. The binding affinity (normalized) is 0.267. (2) The peptide sequence is FLKEKGGL. The MHC is HLA-B45:01 with pseudo-sequence HLA-B45:01. The binding affinity (normalized) is 0.